From a dataset of Peptide-MHC class I binding affinity with 185,985 pairs from IEDB/IMGT. Regression. Given a peptide amino acid sequence and an MHC pseudo amino acid sequence, predict their binding affinity value. This is MHC class I binding data. (1) The peptide sequence is VVAVGGLAI. The MHC is HLA-B40:01 with pseudo-sequence HLA-B40:01. The binding affinity (normalized) is 0.0847. (2) The peptide sequence is LFNSHRISHF. The MHC is HLA-A02:06 with pseudo-sequence HLA-A02:06. The binding affinity (normalized) is 0. (3) The peptide sequence is YLGTALMGA. The MHC is HLA-A02:16 with pseudo-sequence HLA-A02:16. The binding affinity (normalized) is 1.00. (4) The peptide sequence is LVMAFIAFL. The MHC is HLA-A01:01 with pseudo-sequence HLA-A01:01. The binding affinity (normalized) is 0.181. (5) The peptide sequence is AINSEMFLR. The MHC is HLA-A30:01 with pseudo-sequence HLA-A30:01. The binding affinity (normalized) is 0.000460. (6) The peptide sequence is RISGVDRYY. The MHC is HLA-B40:02 with pseudo-sequence HLA-B40:02. The binding affinity (normalized) is 0.572. (7) The MHC is HLA-A02:03 with pseudo-sequence HLA-A02:03. The peptide sequence is TWEAWWTEYW. The binding affinity (normalized) is 0.0276. (8) The MHC is HLA-A01:01 with pseudo-sequence HLA-A01:01. The peptide sequence is RQVSVKLLI. The binding affinity (normalized) is 0.0685. (9) The peptide sequence is KTSIGLICVI. The binding affinity (normalized) is 0.504. The MHC is HLA-B57:01 with pseudo-sequence HLA-B57:01.